This data is from Forward reaction prediction with 1.9M reactions from USPTO patents (1976-2016). The task is: Predict the product of the given reaction. (1) Given the reactants [Br:1][C:2]1[CH:3]=[C:4]([CH:21]=[C:22]([C:26]([F:29])([F:28])[F:27])[C:23]=1[CH:24]=O)[C:5]([NH:7][CH2:8][C:9]1[CH:14]=[C:13]([Cl:15])[CH:12]=[CH:11][C:10]=1[S:16]([CH2:19][CH3:20])(=[O:18])=[O:17])=[O:6].[NH:30]1[CH2:34][CH2:33][C@H:32]([NH:35]C(=O)OC(C)(C)C)[CH2:31]1, predict the reaction product. The product is: [NH2:35][C@H:32]1[CH2:33][CH2:34][N:30]([CH2:24][C:23]2[C:22]([C:26]([F:29])([F:28])[F:27])=[CH:21][C:4]([C:5]([NH:7][CH2:8][C:9]3[CH:14]=[C:13]([Cl:15])[CH:12]=[CH:11][C:10]=3[S:16]([CH2:19][CH3:20])(=[O:18])=[O:17])=[O:6])=[CH:3][C:2]=2[Br:1])[CH2:31]1. (2) Given the reactants [CH3:1][C:2]1[CH:7]=[CH:6][C:5]([C:8]([F:11])([F:10])[F:9])=[CH:4][C:3]=1[S:12]([N:15]1[CH2:20][CH2:19][N:18](C(OC(C)(C)C)=O)[CH2:17][CH2:16]1)(=[O:14])=[O:13].Cl, predict the reaction product. The product is: [CH3:1][C:2]1[CH:7]=[CH:6][C:5]([C:8]([F:10])([F:9])[F:11])=[CH:4][C:3]=1[S:12]([N:15]1[CH2:16][CH2:17][NH:18][CH2:19][CH2:20]1)(=[O:14])=[O:13]. (3) Given the reactants [CH2:1]([C:3]1[NH:7][N:6]=[N:5][N:4]=1)[CH3:2].N([CH2:11][C@H:12]1[O:16][C:15](=[O:17])[N:14]([C:18]2[CH:23]=[C:22]([F:24])[C:21]([C:25]3[CH2:26][CH2:27][S:28](=[O:32])(=[O:31])[CH2:29][CH:30]=3)=[C:20]([F:33])[CH:19]=2)[CH2:13]1)=[N+]=[N-].CC(OC(/N=N/C(OC(C)C)=O)=O)C, predict the reaction product. The product is: [O:32]=[S:28]1(=[O:31])[CH2:27][CH:26]=[C:25]([C:21]2[C:22]([F:24])=[CH:23][C:18]([N:14]3[CH2:13][C@H:12]([CH2:11][N:5]4[N:6]=[N:7][C:3]([CH2:1][CH3:2])=[N:4]4)[O:16][C:15]3=[O:17])=[CH:19][C:20]=2[F:33])[CH2:30][CH2:29]1. (4) Given the reactants [Cl:1][C:2]1[C:7]([Cl:8])=[CH:6][CH:5]=[CH:4][C:3]=1[N:9]1[C:13]([C:14]#[N:15])=[CH:12][C:11]([C:16]([F:19])([F:18])[F:17])=[N:10]1.S(C)C.CCOCC.Cl.C(Cl)(Cl)Cl.CO, predict the reaction product. The product is: [ClH:1].[Cl:1][C:2]1[C:7]([Cl:8])=[CH:6][CH:5]=[CH:4][C:3]=1[N:9]1[C:13]([CH2:14][NH2:15])=[CH:12][C:11]([C:16]([F:18])([F:19])[F:17])=[N:10]1. (5) Given the reactants [NH2:1][C@H:2]([CH2:5][C:6]1[CH:11]=[CH:10][CH:9]=[CH:8][CH:7]=1)[C:3]#[N:4].Cl.[H][H].N[C@H](CC1C=CC=CC=1)CO, predict the reaction product. The product is: [C:6]1([CH2:5][C@@H:2]([NH2:1])[CH2:3][NH2:4])[CH:11]=[CH:10][CH:9]=[CH:8][CH:7]=1. (6) Given the reactants Br[C:2]1[CH:3]=[CH:4][CH:5]=[C:6]2[C:11]=1[N:10]=[C:9]([CH3:12])[CH:8]=[C:7]2[N:13]1[CH2:18][CH:17]=[C:16]([C:19](=[O:21])[NH2:20])[CH2:15][CH2:14]1.[Cl:22][C:23]1[CH:28]=[C:27]([Cl:29])[CH:26]=[CH:25][C:24]=1OB(O)O.C(=O)([O-])[O-].[Na+].[Na+].O, predict the reaction product. The product is: [Cl:22][C:23]1[CH:28]=[C:27]([Cl:29])[CH:26]=[CH:25][C:24]=1[C:2]1[CH:3]=[CH:4][CH:5]=[C:6]2[C:11]=1[N:10]=[C:9]([CH3:12])[CH:8]=[C:7]2[N:13]1[CH2:18][CH:17]=[C:16]([C:19](=[O:21])[NH2:20])[CH2:15][CH2:14]1. (7) Given the reactants O[CH2:2][CH2:3][NH:4][CH2:5][CH2:6][P:7](=[O:14])([O:11][CH2:12][CH3:13])[O:8][CH2:9][CH3:10].[C:15]([O-])([O-])=O.[K+].[K+].ClCCC[C:25]#[N:26], predict the reaction product. The product is: [C:25]([CH:2]([CH3:15])[CH2:3][NH:4][CH2:5][CH2:6][P:7](=[O:14])([O:11][CH2:12][CH3:13])[O:8][CH2:9][CH3:10])#[N:26].